The task is: Predict the reaction yield, written as a fraction of the theoretical maximum amount of product (1.0 means a 100% yield; for example, 0.34 means a 34% yield).. This data is from Reaction yield outcomes from USPTO patents with 853,638 reactions. (1) The reactants are [S:1]1[CH:5]=[CH:4][N:3]=[C:2]1[NH:6][C:7]([C:9]1[C:17]2[C:12](=[CH:13][C:14]([F:18])=[CH:15][CH:16]=2)[N:11]([CH2:19][CH:20]2[CH2:22][CH2:21]2)[CH:10]=1)=[O:8].[Br:23]N1C(=O)CCC1=O. The catalyst is CC(O)=O. The product is [Br:23][C:5]1[S:1][C:2]([NH:6][C:7]([C:9]2[C:17]3[C:12](=[CH:13][C:14]([F:18])=[CH:15][CH:16]=3)[N:11]([CH2:19][CH:20]3[CH2:22][CH2:21]3)[CH:10]=2)=[O:8])=[N:3][CH:4]=1. The yield is 0.320. (2) The reactants are C[O:2][C:3]([C:5]1[O:6][C:7]([CH2:10][O:11][C:12]2[CH:17]=[CH:16][C:15](I)=[CH:14][CH:13]=2)=[CH:8][CH:9]=1)=[O:4].[CH3:19][C:20]1[CH:25]=[CH:24][C:23](B(O)O)=[CH:22][CH:21]=1.[OH-].[Na+]. The catalyst is C([O-])(=O)C.[Pd+2].C([O-])(=O)C.O. The product is [CH3:19][C:20]1[CH:25]=[CH:24][C:23]([C:15]2[CH:16]=[CH:17][C:12]([O:11][CH2:10][C:7]3[O:6][C:5]([C:3]([OH:2])=[O:4])=[CH:9][CH:8]=3)=[CH:13][CH:14]=2)=[CH:22][CH:21]=1. The yield is 0.840. (3) The reactants are [C:1]([C:5]1[CH:15]=[CH:14][C:8]([O:9]CC(O)=O)=[CH:7][C:6]=1[F:16])([CH3:4])([CH3:3])[CH3:2].[Cl-].ClC1N(C)CC[NH+]1C.Cl.NCC1C=CC(NS(C)(=O)=O)=C(F)C=1. The catalyst is C(N(CC)CC)C. The product is [C:1]([C:5]1[CH:15]=[CH:14][C:8]([OH:9])=[CH:7][C:6]=1[F:16])([CH3:4])([CH3:2])[CH3:3]. The yield is 0.0780. (4) The catalyst is C1C=CC(/C=C/C(/C=C/C2C=CC=CC=2)=O)=CC=1.C1C=CC(/C=C/C(/C=C/C2C=CC=CC=2)=O)=CC=1.C1C=CC(/C=C/C(/C=C/C2C=CC=CC=2)=O)=CC=1.[Pd].[Pd].C1(C)C=CC=CC=1. The reactants are [CH2:1]([O:8][C:9]1[CH:14]=[CH:13][CH:12]=[C:11](Br)[N:10]=1)[C:2]1[CH:7]=[CH:6][CH:5]=[CH:4][CH:3]=1.C(Cl)(Cl)Cl.C1C=CC(P(C2C(C3C(P(C4C=CC=CC=4)C4C=CC=CC=4)=CC=C4C=3C=CC=C4)=C3C(C=CC=C3)=CC=2)C2C=CC=CC=2)=CC=1.CC(C)([O-])C.[K+].[NH:72]1[CH2:75][CH2:74][CH2:73]1. The product is [N:72]1([C:11]2[CH:12]=[CH:13][CH:14]=[C:9]([O:8][CH2:1][C:2]3[CH:7]=[CH:6][CH:5]=[CH:4][CH:3]=3)[N:10]=2)[CH2:75][CH2:74][CH2:73]1. The yield is 0.660. (5) The reactants are Cl[C:2]1[N:7]2[N:8]=[CH:9][C:10]([C:11]([O:13][CH2:14][CH3:15])=[O:12])=[C:6]2[N:5]=[CH:4][C:3]=1[C:16]([N:18]1[CH2:23][CH2:22][CH:21]([C:24]2[CH:29]=[CH:28][CH:27]=[CH:26][CH:25]=2)[CH2:20][CH2:19]1)=[O:17].[NH2:30][C:31]1[CH:39]=[CH:38][CH:37]=[C:36]2[C:32]=1[CH:33]=[CH:34][NH:35]2. No catalyst specified. The product is [CH2:14]([O:13][C:11]([C:10]1[CH:9]=[N:8][N:7]2[C:2]([NH:30][C:31]3[CH:39]=[CH:38][CH:37]=[C:36]4[C:32]=3[CH:33]=[CH:34][NH:35]4)=[C:3]([C:16]([N:18]3[CH2:23][CH2:22][CH:21]([C:24]4[CH:29]=[CH:28][CH:27]=[CH:26][CH:25]=4)[CH2:20][CH2:19]3)=[O:17])[CH:4]=[N:5][C:6]=12)=[O:12])[CH3:15]. The yield is 0.980. (6) The yield is 0.650. The reactants are [C:1]([C:3]1[CH:8]=[CH:7][C:6]([N:9]2[C:13]([C:14]3[CH:19]=[CH:18][C:17]([S:20][CH3:21])=[CH:16][CH:15]=3)=[CH:12][CH:11]=[C:10]2[CH2:22][CH2:23][C:24]([O:26][CH2:27][CH3:28])=[O:25])=[C:5]([CH3:29])[CH:4]=1)#[N:2].C1C=C(Cl)C=C(C(OO)=[O:38])C=1. The product is [C:1]([C:3]1[CH:8]=[CH:7][C:6]([N:9]2[C:13]([C:14]3[CH:19]=[CH:18][C:17]([S:20]([CH3:21])=[O:38])=[CH:16][CH:15]=3)=[CH:12][CH:11]=[C:10]2[CH2:22][CH2:23][C:24]([O:26][CH2:27][CH3:28])=[O:25])=[C:5]([CH3:29])[CH:4]=1)#[N:2]. The catalyst is C(Cl)Cl.